From a dataset of Catalyst prediction with 721,799 reactions and 888 catalyst types from USPTO. Predict which catalyst facilitates the given reaction. (1) Reactant: [CH2:1]([N:4]1[CH2:9][CH2:8][N:7]([C:10](=[O:15])[NH:11][CH:12]([CH3:14])[CH3:13])[CH2:6][C:5]1=[O:16])[CH:2]=[CH2:3].C[Si]([N-][Si](C)(C)C)(C)C.[Li+].[C:27](OCC)(=[O:33])[C:28](OCC)=[O:29]. Product: [OH:33][C:27]1[C:28](=[O:29])[N:11]([CH:12]([CH3:14])[CH3:13])[C:10](=[O:15])[N:7]2[CH2:8][CH2:9][N:4]([CH2:1][CH:2]=[CH2:3])[C:5](=[O:16])[C:6]=12. The catalyst class is: 198. (2) Reactant: Cl[C:2]1[CH:7]=[C:6]([C:8]2[CH:13]=[C:12]([Cl:14])[CH:11]=[CH:10][C:9]=2[O:15][CH2:16][CH3:17])[N:5]=[C:4]([NH2:18])[N:3]=1.Cl.[CH3:20][C:21]1[CH:22]=[CH:23][C:24]([NH2:27])=[CH:25][CH:26]=1. Product: [Cl:14][C:12]1[CH:11]=[CH:10][C:9]([O:15][CH2:16][CH3:17])=[C:8]([C:6]2[N:5]=[C:4]([NH2:18])[N:3]=[C:2]([NH:27][C:24]3[CH:25]=[CH:26][C:21]([CH3:20])=[CH:22][CH:23]=3)[CH:7]=2)[CH:13]=1. The catalyst class is: 714. (3) Reactant: [Cl:1][C:2]1[CH:3]=[C:4]([OH:8])[CH:5]=[N:6][CH:7]=1.[H-].[Na+].[Cl:11][CH2:12][CH2:13][CH2:14]I.[Na+].[Cl-]. Product: [Cl:1][C:2]1[CH:7]=[N:6][CH:5]=[C:4]([O:8][CH2:14][CH2:13][CH2:12][Cl:11])[CH:3]=1. The catalyst class is: 35. (4) Reactant: [F:1][C:2]1([F:17])[O:6][C:5]2[CH:7]=[CH:8][C:9]([C:11]3([C:14]([OH:16])=O)[CH2:13][CH2:12]3)=[CH:10][C:4]=2[O:3]1.CN(C(ON1N=NC2C=CC=NC1=2)=[N+](C)C)C.F[P-](F)(F)(F)(F)F.[Br:42][C:43]1[CH:52]=[C:51]2[C:46]([CH:47]([NH2:53])[CH2:48][CH2:49][O:50]2)=[CH:45][CH:44]=1.C(N(CC)CC)C. Product: [Br:42][C:43]1[CH:52]=[C:51]2[C:46]([CH:47]([NH:53][C:14]([C:11]3([C:9]4[CH:8]=[CH:7][C:5]5[O:6][C:2]([F:1])([F:17])[O:3][C:4]=5[CH:10]=4)[CH2:12][CH2:13]3)=[O:16])[CH2:48][CH2:49][O:50]2)=[CH:45][CH:44]=1. The catalyst class is: 3.